Dataset: Forward reaction prediction with 1.9M reactions from USPTO patents (1976-2016). Task: Predict the product of the given reaction. (1) Given the reactants Cl[S:2]([C:5]1[CH:14]=[CH:13][CH:12]=[CH:11][C:6]=1[C:7]([O:9]C)=[O:8])(=[O:4])=[O:3].[CH3:15][C:16]([CH3:36])=[CH:17][CH2:18][CH2:19]/[C:20](/[CH3:35])=[CH:21]/[CH2:22][CH2:23]/[C:24](/[CH3:34])=[CH:25]/[CH2:26][S:27][CH2:28][C@H:29]([NH2:33])[C:30]([OH:32])=[O:31].C(N(CC)C(C)C)(C)C.O[Li].O, predict the reaction product. The product is: [C:30]([C@@H:29]([NH:33][S:2]([C:5]1[CH:14]=[CH:13][CH:12]=[CH:11][C:6]=1[C:7]([OH:9])=[O:8])(=[O:4])=[O:3])[CH2:28][S:27][CH2:26]/[CH:25]=[C:24](\[CH3:34])/[CH2:23][CH2:22]/[CH:21]=[C:20](\[CH3:35])/[CH2:19][CH2:18][CH:17]=[C:16]([CH3:15])[CH3:36])([OH:32])=[O:31]. (2) Given the reactants [Cl:1][C:2]1[C:3]2[C:10]([CH3:11])=[C:9]([C:12]3[CH:17]=[CH:16][CH:15]=[CH:14][CH:13]=3)[S:8][C:4]=2[N:5]=[CH:6][N:7]=1.[CH3:18][O:19][C:20]1[CH:25]=[CH:24][C:23]([O:26][CH3:27])=[CH:22][C:21]=1[NH2:28], predict the reaction product. The product is: [ClH:1].[CH3:18][O:19][C:20]1[CH:25]=[CH:24][C:23]([O:26][CH3:27])=[CH:22][C:21]=1[NH:28][C:2]1[C:3]2[C:10]([CH3:11])=[C:9]([C:12]3[CH:17]=[CH:16][CH:15]=[CH:14][CH:13]=3)[S:8][C:4]=2[N:5]=[CH:6][N:7]=1. (3) Given the reactants [Cl:1][C:2]1[C:7]([NH:8][S:9]([N:12]2[CH2:17][CH2:16][O:15][CH2:14][CH2:13]2)(=[O:11])=[O:10])=[CH:6][C:5]([N:18]=C(C2C=CC=CC=2)C2C=CC=CC=2)=[CH:4][N:3]=1.Cl, predict the reaction product. The product is: [NH2:18][C:5]1[CH:6]=[C:7]([NH:8][S:9]([N:12]2[CH2:17][CH2:16][O:15][CH2:14][CH2:13]2)(=[O:11])=[O:10])[C:2]([Cl:1])=[N:3][CH:4]=1. (4) Given the reactants [NH2:1][C:2]1([CH3:33])[CH2:7][CH2:6][N:5]([C:8]([C:10]2[CH:15]=[CH:14][C:13]([C:16]3[CH:17]=[CH:18][C:19]4[N:20]([C:22]([C:25]5[CH:32]=[CH:31][C:28]([C:29]#[N:30])=[CH:27][CH:26]=5)=[CH:23][N:24]=4)[CH:21]=3)=[CH:12][CH:11]=2)=[O:9])[CH2:4][CH2:3]1.[C:34](Cl)(=[O:36])[CH3:35], predict the reaction product. The product is: [C:29]([C:28]1[CH:27]=[CH:26][C:25]([C:22]2[N:20]3[CH:21]=[C:16]([C:13]4[CH:14]=[CH:15][C:10]([C:8]([N:5]5[CH2:4][CH2:3][C:2]([NH:1][C:34](=[O:36])[CH3:35])([CH3:33])[CH2:7][CH2:6]5)=[O:9])=[CH:11][CH:12]=4)[CH:17]=[CH:18][C:19]3=[N:24][CH:23]=2)=[CH:32][CH:31]=1)#[N:30]. (5) Given the reactants [CH2:1]([NH:4][C:5](=[O:25])[NH:6][C:7]1[N:12]=[CH:11][C:10](B(O)O)=[C:9]([C:16]2[S:17][CH:18]=[C:19]([C:21]([F:24])([F:23])[F:22])[N:20]=2)[CH:8]=1)[CH2:2][CH3:3].CC1(C)C(C)(C)OB([C:34]2[CH:35]=[N:36][CH:37]=[C:38]([CH:43]=2)[C:39]([O:41][CH3:42])=[O:40])O1.C(=O)(O)[O-].[Na+].C(OCC)(=O)C, predict the reaction product. The product is: [CH2:1]([NH:4][C:5](=[O:25])[NH:6][C:7]1[N:12]=[CH:11][C:10]([C:34]2[CH:35]=[N:36][CH:37]=[C:38]([C:39]([O:41][CH3:42])=[O:40])[CH:43]=2)=[C:9]([C:16]2[S:17][CH:18]=[C:19]([C:21]([F:24])([F:23])[F:22])[N:20]=2)[CH:8]=1)[CH2:2][CH3:3]. (6) Given the reactants C(OC([NH:8][C@@H:9]([CH2:14][C:15]1[CH:20]=[CH:19][C:18]([C:21]2[C:26](=[O:27])[N:25]([CH3:28])[C:24](=[O:29])[N:23]([CH3:30])[C:22]=2[CH3:31])=[CH:17][CH:16]=1)[C:10]([O:12][CH3:13])=[O:11])=O)(C)(C)C.Cl.ClCCl, predict the reaction product. The product is: [NH2:8][C@@H:9]([CH2:14][C:15]1[CH:20]=[CH:19][C:18]([C:21]2[C:26](=[O:27])[N:25]([CH3:28])[C:24](=[O:29])[N:23]([CH3:30])[C:22]=2[CH3:31])=[CH:17][CH:16]=1)[C:10]([O:12][CH3:13])=[O:11]. (7) Given the reactants Br[C:2]1[N:7]=[CH:6][C:5]([C:8]#[C:9][Si:10]([CH3:13])([CH3:12])[CH3:11])=[CH:4][N:3]=1.[CH3:14][C:15]1([CH3:21])[CH2:19][NH:18][C:17](=[O:20])[CH2:16]1.C(=O)([O-])[O-].[Cs+].[Cs+], predict the reaction product. The product is: [CH3:14][C:15]1([CH3:21])[CH2:19][N:18]([C:2]2[N:7]=[CH:6][C:5]([C:8]#[C:9][Si:10]([CH3:13])([CH3:12])[CH3:11])=[CH:4][N:3]=2)[C:17](=[O:20])[CH2:16]1. (8) Given the reactants [CH2:1](Cl)[C:2]1[CH:7]=[CH:6][CH:5]=[CH:4][CH:3]=1.C(=O)([O-])[O-].[K+].[K+].[NH:15]1[CH2:20][CH2:19][CH2:18][CH:17]([C:21]([O:23][CH2:24][CH3:25])=[O:22])[CH2:16]1, predict the reaction product. The product is: [CH2:1]([N:15]1[CH2:20][CH2:19][CH2:18][CH:17]([C:21]([O:23][CH2:24][CH3:25])=[O:22])[CH2:16]1)[C:2]1[CH:7]=[CH:6][CH:5]=[CH:4][CH:3]=1. (9) Given the reactants C(OCC)(OCC)O[CH2:3][CH3:4].[C:11]([O:14][C@@H:15]1[C@H:21]2[C@H:22]3[C@H:31]([CH2:32][CH2:33][C@:18]2([CH2:19][CH3:20])[C:17](=[O:35])[CH2:16]1)[C@@H:30]1[C:25](=[CH:26][C:27](=[O:34])[CH2:28][CH2:29]1)[CH2:24][CH2:23]3)(=[O:13])[CH3:12], predict the reaction product. The product is: [C:11]([O:14][C@@H:15]1[C@H:21]2[C@H:22]3[C@H:31]([CH2:32][CH2:33][C@:18]2([CH2:19][CH3:20])[C:17](=[O:35])[CH2:16]1)[C@@H:30]1[C:25]([CH:26]=[C:27]([O:34][CH2:3][CH3:4])[CH2:28][CH2:29]1)=[CH:24][CH2:23]3)(=[O:13])[CH3:12].